Dataset: Forward reaction prediction with 1.9M reactions from USPTO patents (1976-2016). Task: Predict the product of the given reaction. (1) Given the reactants [C:1]([O:5][C:6]([C:8]1[C:9]([Cl:26])=[N:10][C:11]([Cl:25])=[C:12]([C:16]=1[NH:17]C(OC(C)(C)C)=O)[C:13]([OH:15])=[O:14])=[O:7])([CH3:4])([CH3:3])[CH3:2].FC(F)(F)C(O)=O, predict the reaction product. The product is: [NH2:17][C:16]1[C:12]([C:13]([OH:15])=[O:14])=[C:11]([Cl:25])[N:10]=[C:9]([Cl:26])[C:8]=1[C:6]([O:5][C:1]([CH3:4])([CH3:3])[CH3:2])=[O:7]. (2) Given the reactants Cl.[CH2:2]([O:9][C:10]1[CH:11]=[C:12]([C:16]2([F:22])[CH2:21][CH2:20][NH:19][CH2:18][CH2:17]2)[CH:13]=[CH:14][CH:15]=1)[C:3]1[CH:8]=[CH:7][CH:6]=[CH:5][CH:4]=1.[C:23]([O:27][CH3:28])(=[O:26])[CH:24]=[CH2:25], predict the reaction product. The product is: [CH2:2]([O:9][C:10]1[CH:11]=[C:12]([C:16]2([F:22])[CH2:17][CH2:18][N:19]([CH2:25][CH2:24][C:23]([O:27][CH3:28])=[O:26])[CH2:20][CH2:21]2)[CH:13]=[CH:14][CH:15]=1)[C:3]1[CH:4]=[CH:5][CH:6]=[CH:7][CH:8]=1. (3) Given the reactants [CH3:1][CH2:2][CH2:3][CH2:4][CH2:5][CH3:6].[CH2:7]([Sn]([Cl:20])(CCCC)CCCC)[CH2:8][CH2:9]C.[Cl-:21].[Cl-].[Cl-].[Cl-].[Zr+4:25], predict the reaction product. The product is: [Cl-:20].[Cl-:21].[Cl-:20].[CH:3]1([Zr+3:25])[C:2]2[C:6](=[CH:7][CH:8]=[CH:9][CH:1]=2)[CH:5]=[CH:4]1. (4) Given the reactants [H-].[Na+].[CH3:3][OH:4].Cl[CH2:6][C:7]1[CH:12]=[C:11]([C:13]([NH:15][C:16]2[S:17][C:18]([C:26]([CH:28]3[CH2:33][CH2:32][O:31][CH2:30][CH2:29]3)=[O:27])=[C:19]([C:21]3[O:22][CH:23]=[CH:24][CH:25]=3)[N:20]=2)=[O:14])[CH:10]=[CH:9][N:8]=1.O, predict the reaction product. The product is: [O:22]1[CH:23]=[CH:24][CH:25]=[C:21]1[C:19]1[N:20]=[C:16]([NH:15][C:13]([C:11]2[CH:10]=[CH:9][N:8]=[C:7]([CH2:6][O:4][CH3:3])[CH:12]=2)=[O:14])[S:17][C:18]=1[C:26]([CH:28]1[CH2:33][CH2:32][O:31][CH2:30][CH2:29]1)=[O:27]. (5) Given the reactants [H-].[Na+].[CH3:3][O:4][C:5]1[CH:6]=[C:7]2[C:11](=[CH:12][C:13]=1[O:14][CH3:15])[NH:10][CH:9]=[C:8]2[C:16]1[N:24]([S:25]([C:28]2[CH:33]=[CH:32][C:31]([CH3:34])=[CH:30][CH:29]=2)(=[O:27])=[O:26])[C:19]2=[N:20][CH:21]=[CH:22][CH:23]=[C:18]2[CH:17]=1.[CH3:35][O:36][CH2:37][CH2:38]Br.O, predict the reaction product. The product is: [CH3:3][O:4][C:5]1[CH:6]=[C:7]2[C:11](=[CH:12][C:13]=1[O:14][CH3:15])[N:10]([CH2:38][CH2:37][O:36][CH3:35])[CH:9]=[C:8]2[C:16]1[N:24]([S:25]([C:28]2[CH:29]=[CH:30][C:31]([CH3:34])=[CH:32][CH:33]=2)(=[O:27])=[O:26])[C:19]2=[N:20][CH:21]=[CH:22][CH:23]=[C:18]2[CH:17]=1. (6) Given the reactants Br[C:2]1[CH:3]=[C:4]([CH:17]=[CH:18][CH:19]=1)[CH2:5][O:6][C:7]1[CH:12]=[CH:11][CH:10]=[CH:9][C:8]=1[CH2:13][C:14]([NH2:16])=[O:15].[OH:20][CH2:21][C@@H:22]([NH:38][C:39](=[O:45])[O:40][C:41]([CH3:44])([CH3:43])[CH3:42])[C:23]1[CH:28]=[CH:27][CH:26]=[C:25](B2OC(C)(C)C(C)(C)O2)[CH:24]=1, predict the reaction product. The product is: [NH2:16][C:14](=[O:15])[CH2:13][C:8]1[CH:9]=[CH:10][CH:11]=[CH:12][C:7]=1[O:6][CH2:5][C:4]1[CH:3]=[C:2]([C:27]2[CH:26]=[CH:25][CH:24]=[C:23]([C@H:22]([NH:38][C:39](=[O:45])[O:40][C:41]([CH3:43])([CH3:42])[CH3:44])[CH2:21][OH:20])[CH:28]=2)[CH:19]=[CH:18][CH:17]=1.